Predict the reaction yield, written as a fraction of the theoretical maximum amount of product (1.0 means a 100% yield; for example, 0.34 means a 34% yield). From a dataset of Reaction yield outcomes from USPTO patents with 853,638 reactions. The reactants are C([O:4][C@@H:5]1[C@@H:10]([CH3:11])[CH2:9][C@@H:8]([C:12]2[CH:17]=[CH:16][N:15]=[CH:14][C:13]=2[NH2:18])[CH2:7][C@H:6]1[NH:19][C:20]([O:22][C:23]([CH3:26])([CH3:25])[CH3:24])=[O:21])(=O)C.[F:27][C:28]1[CH:33]=[CH:32][CH:31]=[C:30]([F:34])[C:29]=1[C:35]1[N:40]=[C:39]([C:41](O)=[O:42])[CH:38]=[CH:37][C:36]=1[F:44].C(Cl)CCl.C([O-])([O-])=O.[Cs+].[Cs+]. The catalyst is CN(C=O)C.C(O)C.CCOC(C)=O.CCO. The product is [F:27][C:28]1[CH:33]=[CH:32][CH:31]=[C:30]([F:34])[C:29]=1[C:35]1[N:40]=[C:39]([C:41]([NH:18][C:13]2[CH:14]=[N:15][CH:16]=[CH:17][C:12]=2[C@H:8]2[CH2:7][C@@H:6]([NH:19][C:20](=[O:21])[O:22][C:23]([CH3:26])([CH3:25])[CH3:24])[C@H:5]([OH:4])[C@@H:10]([CH3:11])[CH2:9]2)=[O:42])[CH:38]=[CH:37][C:36]=1[F:44]. The yield is 0.990.